From a dataset of NCI-60 drug combinations with 297,098 pairs across 59 cell lines. Regression. Given two drug SMILES strings and cell line genomic features, predict the synergy score measuring deviation from expected non-interaction effect. (1) Drug 1: COC1=C(C=C2C(=C1)N=CN=C2NC3=CC(=C(C=C3)F)Cl)OCCCN4CCOCC4. Drug 2: C1=CC(=CC=C1CCC2=CNC3=C2C(=O)NC(=N3)N)C(=O)NC(CCC(=O)O)C(=O)O. Cell line: NCI-H322M. Synergy scores: CSS=44.8, Synergy_ZIP=-1.17, Synergy_Bliss=-1.29, Synergy_Loewe=1.04, Synergy_HSA=1.65. (2) Drug 1: CC1=CC2C(CCC3(C2CCC3(C(=O)C)OC(=O)C)C)C4(C1=CC(=O)CC4)C. Drug 2: CCCCCOC(=O)NC1=NC(=O)N(C=C1F)C2C(C(C(O2)C)O)O. Cell line: UACC62. Synergy scores: CSS=0.525, Synergy_ZIP=0.658, Synergy_Bliss=0.580, Synergy_Loewe=0.704, Synergy_HSA=-0.0872. (3) Drug 1: CC1OCC2C(O1)C(C(C(O2)OC3C4COC(=O)C4C(C5=CC6=C(C=C35)OCO6)C7=CC(=C(C(=C7)OC)O)OC)O)O. Drug 2: C1C(C(OC1N2C=C(C(=O)NC2=O)F)CO)O. Cell line: HCT116. Synergy scores: CSS=64.6, Synergy_ZIP=-3.82, Synergy_Bliss=-3.26, Synergy_Loewe=1.55, Synergy_HSA=3.60. (4) Drug 1: COC1=C(C=C2C(=C1)N=CN=C2NC3=CC(=C(C=C3)F)Cl)OCCCN4CCOCC4. Drug 2: CC1CCC2CC(C(=CC=CC=CC(CC(C(=O)C(C(C(=CC(C(=O)CC(OC(=O)C3CCCCN3C(=O)C(=O)C1(O2)O)C(C)CC4CCC(C(C4)OC)OCCO)C)C)O)OC)C)C)C)OC. Cell line: SK-MEL-28. Synergy scores: CSS=23.4, Synergy_ZIP=-0.953, Synergy_Bliss=1.14, Synergy_Loewe=5.61, Synergy_HSA=5.95. (5) Drug 1: CCC1=C2CN3C(=CC4=C(C3=O)COC(=O)C4(CC)O)C2=NC5=C1C=C(C=C5)O. Drug 2: CC12CCC3C(C1CCC2OP(=O)(O)O)CCC4=C3C=CC(=C4)OC(=O)N(CCCl)CCCl.[Na+]. Cell line: SNB-75. Synergy scores: CSS=25.9, Synergy_ZIP=-6.83, Synergy_Bliss=-11.1, Synergy_Loewe=-25.9, Synergy_HSA=-9.21. (6) Drug 1: CC1C(C(CC(O1)OC2CC(CC3=C2C(=C4C(=C3O)C(=O)C5=C(C4=O)C(=CC=C5)OC)O)(C(=O)C)O)N)O.Cl. Drug 2: CCC1(C2=C(COC1=O)C(=O)N3CC4=CC5=C(C=CC(=C5CN(C)C)O)N=C4C3=C2)O.Cl. Cell line: UACC-257. Synergy scores: CSS=12.0, Synergy_ZIP=-3.21, Synergy_Bliss=3.51, Synergy_Loewe=0.230, Synergy_HSA=2.15. (7) Drug 1: CCC1(CC2CC(C3=C(CCN(C2)C1)C4=CC=CC=C4N3)(C5=C(C=C6C(=C5)C78CCN9C7C(C=CC9)(C(C(C8N6C)(C(=O)OC)O)OC(=O)C)CC)OC)C(=O)OC)O.OS(=O)(=O)O. Drug 2: CC1=C(C=C(C=C1)C(=O)NC2=CC(=CC(=C2)C(F)(F)F)N3C=C(N=C3)C)NC4=NC=CC(=N4)C5=CN=CC=C5. Cell line: HS 578T. Synergy scores: CSS=0.185, Synergy_ZIP=2.24, Synergy_Bliss=3.26, Synergy_Loewe=-4.13, Synergy_HSA=-4.28.